This data is from Full USPTO retrosynthesis dataset with 1.9M reactions from patents (1976-2016). The task is: Predict the reactants needed to synthesize the given product. (1) Given the product [CH2:13]([O:15][C:16]1[C:25]([NH:26][S:2]([NH:5][C:6](=[O:7])[O:12][C:8]([CH3:11])([CH3:10])[CH3:9])(=[O:4])=[O:3])=[C:24]2[C:19]([C:20]([CH2:27][C:28]3[CH:29]=[C:30]([O:38][CH3:39])[C:31]([O:36][CH3:37])=[C:32]([O:34][CH3:35])[CH:33]=3)=[CH:21][N:22]=[CH:23]2)=[CH:18][CH:17]=1)[CH3:14], predict the reactants needed to synthesize it. The reactants are: Cl[S:2]([N:5]=[C:6]=[O:7])(=[O:4])=[O:3].[C:8]([OH:12])([CH3:11])([CH3:10])[CH3:9].[CH2:13]([O:15][C:16]1[C:25]([NH2:26])=[C:24]2[C:19]([C:20]([CH2:27][C:28]3[CH:33]=[C:32]([O:34][CH3:35])[C:31]([O:36][CH3:37])=[C:30]([O:38][CH3:39])[CH:29]=3)=[CH:21][N:22]=[CH:23]2)=[CH:18][CH:17]=1)[CH3:14]. (2) Given the product [CH3:1][C:2]1[C:3]([NH:7][C:8]2[N:13]3[N:14]=[CH:15][C:16]([C:17]([NH:40][S:37]([CH:34]4[CH2:36][CH2:35]4)(=[O:39])=[O:38])=[O:19])=[C:12]3[N:11]=[CH:10][C:9]=2[C:20]([N:22]2[CH2:27][CH2:26][CH:25]([C:28]3[CH:33]=[CH:32][CH:31]=[CH:30][CH:29]=3)[CH2:24][CH2:23]2)=[O:21])=[CH:4][S:5][CH:6]=1, predict the reactants needed to synthesize it. The reactants are: [CH3:1][C:2]1[C:3]([NH:7][C:8]2[N:13]3[N:14]=[CH:15][C:16]([C:17]([OH:19])=O)=[C:12]3[N:11]=[CH:10][C:9]=2[C:20]([N:22]2[CH2:27][CH2:26][CH:25]([C:28]3[CH:33]=[CH:32][CH:31]=[CH:30][CH:29]=3)[CH2:24][CH2:23]2)=[O:21])=[CH:4][S:5][CH:6]=1.[CH:34]1([S:37]([NH2:40])(=[O:39])=[O:38])[CH2:36][CH2:35]1. (3) Given the product [CH3:1][O:2][C:3]1[CH:4]=[CH:5][C:6]([CH2:9][C:10]([N:19]2[CH2:20][CH2:21][C:16]3([CH2:15][N:14]([C:22]([O:24][C:25]([CH3:26])([CH3:27])[CH3:28])=[O:23])[CH2:13]3)[CH2:17][CH2:18]2)=[O:12])=[CH:7][CH:8]=1, predict the reactants needed to synthesize it. The reactants are: [CH3:1][O:2][C:3]1[CH:8]=[CH:7][C:6]([CH2:9][C:10]([OH:12])=O)=[CH:5][CH:4]=1.[CH2:13]1[C:16]2([CH2:21][CH2:20][NH:19][CH2:18][CH2:17]2)[CH2:15][N:14]1[C:22]([O:24][C:25]([CH3:28])([CH3:27])[CH3:26])=[O:23].C(N(CC)CC)C.CN(C(ON1N=NC2C=CC=NC1=2)=[N+](C)C)C.F[P-](F)(F)(F)(F)F. (4) The reactants are: [C:1]([C:5]1[CH:9]=[C:8]([C:10]2[CH:15]=[CH:14][CH:13]=[CH:12][CH:11]=2)[N:7]([CH2:16][C:17]2[CH:22]=[CH:21][C:20]([CH2:23][OH:24])=[CH:19][CH:18]=2)[N:6]=1)([CH3:4])([CH3:3])[CH3:2].[F:25][C:26]1[CH:31]=[C:30](O)[CH:29]=[CH:28][C:27]=1[CH2:33][CH2:34][C:35]([O:37][CH2:38][CH3:39])=[O:36].C1(P(C2C=CC=CC=2)C2C=CC=CC=2)C=CC=CC=1.N(C(OCC)=O)=NC(OCC)=O. Given the product [C:1]([C:5]1[CH:9]=[C:8]([C:10]2[CH:15]=[CH:14][CH:13]=[CH:12][CH:11]=2)[N:7]([CH2:16][C:17]2[CH:18]=[CH:19][C:20]([CH2:23][O:24][C:30]3[CH:29]=[CH:28][C:27]([CH2:33][CH2:34][C:35]([O:37][CH2:38][CH3:39])=[O:36])=[C:26]([F:25])[CH:31]=3)=[CH:21][CH:22]=2)[N:6]=1)([CH3:4])([CH3:2])[CH3:3], predict the reactants needed to synthesize it. (5) Given the product [CH3:13][O:14][N:15]=[C:5]1[C:4]2[C:9](=[CH:10][CH:11]=[C:2]([CH3:1])[CH:3]=2)[O:8][CH2:7][CH2:6]1, predict the reactants needed to synthesize it. The reactants are: [CH3:1][C:2]1[CH:3]=[C:4]2[C:9](=[CH:10][CH:11]=1)[O:8][CH2:7][CH2:6][C:5]2=O.[CH3:13][O:14][N:15]=C1C2C(=CC(C(C)(C)C)=CC=2)OCC1. (6) Given the product [C:45]([O:44][C:42]([N:39]1[CH2:40][CH2:41][N:36]([C:33]2[S:34][CH:35]=[C:31]([C:15]3[C:6]([O:5][CH:1]4[CH2:2][CH2:3][CH2:4]4)=[C:7]4[C:12](=[CH:13][CH:14]=3)[N:11]([C:25]([O:27][CH3:28])=[O:26])[C@@H:10]([CH3:29])[CH2:9][CH2:8]4)[N:32]=2)[CH2:37][CH2:38]1)=[O:43])([CH3:48])([CH3:46])[CH3:47], predict the reactants needed to synthesize it. The reactants are: [CH:1]1([O:5][C:6]2[C:15](B3OC(C)(C)C(C)(C)O3)=[CH:14][CH:13]=[C:12]3[C:7]=2[CH2:8][CH2:9][C@H:10]([CH3:29])[N:11]3[C:25]([O:27][CH3:28])=[O:26])[CH2:4][CH2:3][CH2:2]1.Br[C:31]1[N:32]=[C:33]([N:36]2[CH2:41][CH2:40][N:39]([C:42]([O:44][C:45]([CH3:48])([CH3:47])[CH3:46])=[O:43])[CH2:38][CH2:37]2)[S:34][CH:35]=1.C(=O)([O-])[O-].[Na+].[Na+].O1CCOCC1.